From a dataset of Full USPTO retrosynthesis dataset with 1.9M reactions from patents (1976-2016). Predict the reactants needed to synthesize the given product. Given the product [Cl:1][C:2]1[CH:3]=[C:4]([S:14]([NH2:17])(=[O:15])=[O:16])[CH:5]=[N:6][C:7]=1[O:8][C@@H:9]1[CH2:13][CH2:12][N:11]([CH2:20][CH:19]([F:22])[F:18])[CH2:10]1, predict the reactants needed to synthesize it. The reactants are: [Cl:1][C:2]1[CH:3]=[C:4]([S:14]([NH2:17])(=[O:16])=[O:15])[CH:5]=[N:6][C:7]=1[O:8][C@@H:9]1[CH2:13][CH2:12][NH:11][CH2:10]1.[F:18][CH:19]([F:22])[CH2:20]I.C(=O)([O-])[O-].[Na+].[Na+].